This data is from TCR-epitope binding with 47,182 pairs between 192 epitopes and 23,139 TCRs. The task is: Binary Classification. Given a T-cell receptor sequence (or CDR3 region) and an epitope sequence, predict whether binding occurs between them. (1) The epitope is DPFRLLQNSQVFS. The TCR CDR3 sequence is CASSEIRVAQPQHF. Result: 1 (the TCR binds to the epitope). (2) The epitope is HPKVSSEVHI. The TCR CDR3 sequence is CASSLGPVEAFF. Result: 1 (the TCR binds to the epitope). (3) The epitope is LLLGIGILV. The TCR CDR3 sequence is CASSQDWSRGFSSYEQYF. Result: 0 (the TCR does not bind to the epitope). (4) The epitope is TPQDLNTML. The TCR CDR3 sequence is CASSVGPNEQFF. Result: 1 (the TCR binds to the epitope). (5) The epitope is CLGGLLTMV. The TCR CDR3 sequence is CASSGTVQPFF. Result: 0 (the TCR does not bind to the epitope). (6) The epitope is SLYNTVATL. The TCR CDR3 sequence is CASSTSGRANTGELFF. Result: 0 (the TCR does not bind to the epitope).